This data is from Reaction yield outcomes from USPTO patents with 853,638 reactions. The task is: Predict the reaction yield, written as a fraction of the theoretical maximum amount of product (1.0 means a 100% yield; for example, 0.34 means a 34% yield). (1) The reactants are [Cl:1][C:2]1[CH:3]=[C:4]([C:12]2[N:16]=[C:15]([C:17]3[CH:22]=[CH:21][C:20]([O:23][CH2:24][C@@H:25]4[CH2:29][O:28]C(C)(C)[O:26]4)=[CH:19][CH:18]=3)[O:14][N:13]=2)[CH:5]=[CH:6][C:7]=1[O:8][CH:9]([CH3:11])[CH3:10].Cl.[OH-].[Na+]. The catalyst is C1COCC1. The product is [Cl:1][C:2]1[CH:3]=[C:4]([C:12]2[N:16]=[C:15]([C:17]3[CH:22]=[CH:21][C:20]([O:23][CH2:24][C@@H:25]([OH:26])[CH2:29][OH:28])=[CH:19][CH:18]=3)[O:14][N:13]=2)[CH:5]=[CH:6][C:7]=1[O:8][CH:9]([CH3:10])[CH3:11]. The yield is 0.940. (2) The reactants are [Cl:1][C:2]1[N:3]=[C:4]([N:19]2[CH2:24][CH2:23][O:22][CH2:21][CH2:20]2)[C:5]2[N:10]=[C:9]([CH:11]=CC3C=CC=CC=3)[S:8][C:6]=2[N:7]=1.I(O)(=O)(=O)=[O:26]. The catalyst is C1COCC1.C(#N)C.O.[Ru](Cl)(Cl)Cl. The product is [Cl:1][C:2]1[N:3]=[C:4]([N:19]2[CH2:24][CH2:23][O:22][CH2:21][CH2:20]2)[C:5]2[N:10]=[C:9]([CH:11]=[O:26])[S:8][C:6]=2[N:7]=1. The yield is 0.420. (3) The reactants are [CH3:1][O:2][C:3]1[CH:8]=[CH:7][C:6](/[CH:9]=[C:10]2\[O:11][C:12](=O)[C:13]3[CH:18]=[CH:17][CH:16]=[CH:15][C:14]\2=3)=[CH:5][CH:4]=1.S(O)(O)(=O)=O.[NH2:25][NH2:26].[OH-].[Na+].CCO. The catalyst is O. The product is [CH3:1][O:2][C:3]1[CH:8]=[CH:7][C:6]([CH2:9][C:10]2[C:14]3[C:13](=[CH:18][CH:17]=[CH:16][CH:15]=3)[C:12](=[O:11])[NH:26][N:25]=2)=[CH:5][CH:4]=1. The yield is 0.910. (4) The reactants are [CH:1]([C:4]1[C:5]([O:33]CC=C)=[CH:6][C:7]([O:29]CC=C)=[C:8]([C:10]2[N:11]([C:16]3[CH:21]=[CH:20][C:19]([CH2:22][N:23]4[CH2:28][CH2:27][O:26][CH2:25][CH2:24]4)=[CH:18][CH:17]=3)[C:12]([OH:15])=[N:13][N:14]=2)[CH:9]=1)([CH3:3])[CH3:2].C(=O)([O-])[O-].[K+].[K+]. The catalyst is [Pd].C1(P(C2C=CC=CC=2)C2C=CC=CC=2)C=CC=CC=1.C1(P(C2C=CC=CC=2)C2C=CC=CC=2)C=CC=CC=1.C1(P(C2C=CC=CC=2)C2C=CC=CC=2)C=CC=CC=1.C1(P(C2C=CC=CC=2)C2C=CC=CC=2)C=CC=CC=1.CO. The product is [OH:15][C:12]1[N:11]([C:16]2[CH:17]=[CH:18][C:19]([CH2:22][N:23]3[CH2:24][CH2:25][O:26][CH2:27][CH2:28]3)=[CH:20][CH:21]=2)[C:10]([C:8]2[CH:9]=[C:4]([CH:1]([CH3:3])[CH3:2])[C:5]([OH:33])=[CH:6][C:7]=2[OH:29])=[N:14][N:13]=1. The yield is 0.140.